This data is from Catalyst prediction with 721,799 reactions and 888 catalyst types from USPTO. The task is: Predict which catalyst facilitates the given reaction. (1) Reactant: [Cr](Cl)([O-])(=O)=O.[NH+]1C=CC=CC=1.[OH:12][CH:13]([C:17]1[CH:26]=[CH:25][C:20]([C:21]([O:23][CH3:24])=[O:22])=[CH:19][CH:18]=1)[CH2:14][CH2:15][CH3:16].[O-]S([O-])(=O)=O.[Mg+2]. Product: [C:13]([C:17]1[CH:18]=[CH:19][C:20]([C:21]([O:23][CH3:24])=[O:22])=[CH:25][CH:26]=1)(=[O:12])[CH2:14][CH2:15][CH3:16]. The catalyst class is: 4. (2) Reactant: [F:1][C:2]1[CH:7]=[CH:6][C:5]([C:8]2[N:12]([CH3:13])[N:11]=[CH:10][C:9]=2/[CH:14]=[CH:15]/[C:16]([NH:18][C:19]2[CH:29]=[CH:28][C:22]([C:23]([O:25]CC)=[O:24])=[CH:21][CH:20]=2)=[O:17])=[CH:4][CH:3]=1.[OH-].[Na+].Cl. Product: [F:1][C:2]1[CH:7]=[CH:6][C:5]([C:8]2[N:12]([CH3:13])[N:11]=[CH:10][C:9]=2/[CH:14]=[CH:15]/[C:16]([NH:18][C:19]2[CH:20]=[CH:21][C:22]([C:23]([OH:25])=[O:24])=[CH:28][CH:29]=2)=[O:17])=[CH:4][CH:3]=1. The catalyst class is: 8. (3) Reactant: [NH2:1][C:2]1[CH:11]=[C:10]2[C:5]([CH:6]=[CH:7][C:8]([OH:12])=[CH:9]2)=[CH:4][CH:3]=1.CC(C)([O-])C.[Na+].C1C=CC(N([S:26]([C:29]([F:32])([F:31])[F:30])(=[O:28])=[O:27])[S:26]([C:29]([F:32])([F:31])[F:30])(=[O:28])=[O:27])=CC=1. Product: [NH2:1][C:2]1[CH:11]=[C:10]2[C:5]([CH:6]=[CH:7][C:8]([O:12][S:26]([C:29]([F:32])([F:31])[F:30])(=[O:28])=[O:27])=[CH:9]2)=[CH:4][CH:3]=1. The catalyst class is: 7.